From a dataset of Reaction yield outcomes from USPTO patents with 853,638 reactions. Predict the reaction yield, written as a fraction of the theoretical maximum amount of product (1.0 means a 100% yield; for example, 0.34 means a 34% yield). (1) The reactants are Cl.[NH:2]1[C:6]2[CH:7]=[CH:8][C:9]([C:11]([N:13]3[CH2:20][C@@H:19]4[C@H:15]([CH2:16][NH:17][CH2:18]4)[CH2:14]3)=[O:12])=[CH:10][C:5]=2[N:4]=[N:3]1.CN1CCOCC1.[CH:28]([C:31]1[CH:41]=[CH:40][C:39]([CH3:42])=[CH:38][C:32]=1[O:33][CH2:34][C:35](O)=[O:36])([CH3:30])[CH3:29].F[P-](F)(F)(F)(F)F.N1(OC(N(C)C)=[N+](C)C)C2N=CC=CC=2N=N1. The catalyst is CN(C)C=O. The product is [NH:2]1[C:6]2[CH:7]=[CH:8][C:9]([C:11]([N:13]3[CH2:14][C@H:15]4[CH2:16][N:17]([C:35](=[O:36])[CH2:34][O:33][C:32]5[CH:38]=[C:39]([CH3:42])[CH:40]=[CH:41][C:31]=5[CH:28]([CH3:29])[CH3:30])[CH2:18][C@@H:19]4[CH2:20]3)=[O:12])=[CH:10][C:5]=2[N:4]=[N:3]1. The yield is 0.970. (2) The reactants are [C:1]([C:3]1[CH:8]=[CH:7][C:6]([SH:9])=[CH:5][CH:4]=1)#[N:2].[Br:10][CH2:11][CH2:12][CH2:13]Br.C([O-])([O-])=O.[K+].[K+]. The catalyst is CC#N. The product is [Br:10][CH2:11][CH2:12][CH2:13][S:9][C:6]1[CH:7]=[CH:8][C:3]([C:1]#[N:2])=[CH:4][CH:5]=1. The yield is 0.620. (3) The reactants are Cl[CH2:2][CH2:3][CH2:4][O:5][C:6]1[CH:11]=[CH:10][C:9]([C:12]2([C:18]#[N:19])[CH2:17][CH2:16][O:15][CH2:14][CH2:13]2)=[CH:8][CH:7]=1.BrCCCOC1C=CC([C:31]2([C:37]#[N:38])CCOC[CH2:32]2)=CC=1.C([O-])([O-])=O.[K+].[K+].Cl.N1CCC1. The catalyst is C(#N)C. The product is [N:38]1([CH2:2][CH2:3][CH2:4][O:5][C:6]2[CH:11]=[CH:10][C:9]([C:12]3([C:18]#[N:19])[CH2:17][CH2:16][O:15][CH2:14][CH2:13]3)=[CH:8][CH:7]=2)[CH2:37][CH2:31][CH2:32]1. The yield is 0.570. (4) The reactants are Cl[CH2:2][C:3]([N:5]1[CH2:10][CH2:9][N:8]([S:11]([C:14]2[CH:23]=[CH:22][C:21]3[C:16](=[CH:17][CH:18]=[CH:19][CH:20]=3)[CH:15]=2)(=[O:13])=[O:12])[CH2:7][CH2:6]1)=[O:4].[C:24]1([CH3:35])[CH:29]=[CH:28][C:27]([O:30]CC(O)=O)=[CH:26][CH:25]=1.CCN(C(C)C)C(C)C.CN(C(ON1N=NC2C=CC=NC1=2)=[N+](C)C)C.F[P-](F)(F)(F)(F)F. The catalyst is C(Cl)Cl. The product is [CH:15]1[C:16]2[C:21](=[CH:20][CH:19]=[CH:18][CH:17]=2)[CH:22]=[CH:23][C:14]=1[S:11]([N:8]1[CH2:9][CH2:10][N:5]([C:3](=[O:4])[CH2:2][O:30][C:27]2[CH:28]=[CH:29][C:24]([CH3:35])=[CH:25][CH:26]=2)[CH2:6][CH2:7]1)(=[O:13])=[O:12]. The yield is 0.775. (5) The reactants are C1(N2C=C(C=C3CCNCC3)N=N2)C=CC=CC=1.C(OC([N:26]1[CH2:31][CH2:30][C:29](=[CH:32][C:33]2[CH:41]=[CH:40][C:36]3[N:37]=[CH:38][S:39][C:35]=3[CH:34]=2)[CH2:28][CH2:27]1)=O)(C)(C)C. No catalyst specified. The product is [S:39]1[C:35]2[CH:34]=[C:33]([CH:32]=[C:29]3[CH2:28][CH2:27][NH:26][CH2:31][CH2:30]3)[CH:41]=[CH:40][C:36]=2[N:37]=[CH:38]1. The yield is 1.00. (6) The reactants are [CH3:1][Si:2]([CH3:11])([CH3:10])[C:3]1[CH:9]=[CH:8][C:6]([NH2:7])=[CH:5][CH:4]=1.[F:12][C:13]1[C:14]([C:19]2[CH:27]=[CH:26][C:22]([C:23](O)=[O:24])=[CH:21][CH:20]=2)=[N:15][CH:16]=[CH:17][CH:18]=1. No catalyst specified. The product is [F:12][C:13]1[C:14]([C:19]2[CH:27]=[CH:26][C:22]([C:23]([NH:7][C:6]3[CH:8]=[CH:9][C:3]([Si:2]([CH3:11])([CH3:10])[CH3:1])=[CH:4][CH:5]=3)=[O:24])=[CH:21][CH:20]=2)=[N:15][CH:16]=[CH:17][CH:18]=1. The yield is 0.802. (7) The yield is 0.990. The catalyst is CO. The reactants are [CH:1]([C:3]1[CH:11]=[CH:10][C:6]([C:7]([OH:9])=[O:8])=[CH:5][CH:4]=1)=O.[F:12][C:13]1[CH:19]=[CH:18][CH:17]=[CH:16][C:14]=1[NH2:15].[B][B][B][B][B][B][B][B][B][B]. The product is [F:12][C:13]1[CH:19]=[CH:18][CH:17]=[CH:16][C:14]=1[NH:15][CH2:1][C:3]1[CH:11]=[CH:10][C:6]([C:7]([OH:9])=[O:8])=[CH:5][CH:4]=1. (8) The reactants are [Br:1][C:2]1[CH:3]=[C:4]([N:8]2[C:12]3=[N:13][CH:14]=[CH:15][CH:16]=[C:11]3N=N2)[CH:5]=[CH:6][CH:7]=1.[OH-].[Na+]. The catalyst is P(=O)(O)(O)O. The product is [Br:1][C:2]1[CH:7]=[CH:6][CH:5]=[C:4]2[C:3]=1[C:11]1[CH:16]=[CH:15][CH:14]=[N:13][C:12]=1[NH:8]2. The yield is 0.0900.